This data is from Forward reaction prediction with 1.9M reactions from USPTO patents (1976-2016). The task is: Predict the product of the given reaction. (1) Given the reactants [CH3:1][O:2][C:3]1[CH:8]=[C:7]([N+:9]([O-])=O)[CH:6]=[CH:5][C:4]=1[C:12]1[CH:17]=[CH:16][N:15]=[N:14][CH:13]=1, predict the reaction product. The product is: [CH3:1][O:2][C:3]1[CH:8]=[C:7]([CH:6]=[CH:5][C:4]=1[C:12]1[CH:17]=[CH:16][N:15]=[N:14][CH:13]=1)[NH2:9]. (2) Given the reactants N1C=CC(C2[CH:11]=[N:10][NH:9]C=2C2C=CC(CCC3C=CC4C(=CC=CC=4)N=3)=CC=2)=CC=1.[CH3:30]NN.[Cl:33][C:34]1[CH:35]=[C:36]([C:52](=O)[CH2:53][C:54]2[CH:59]=[CH:58][N:57]=[CH:56][CH:55]=2)[CH:37]=[CH:38][C:39]=1[O:40][CH2:41][C:42]1[CH:51]=[CH:50][C:49]2[C:44](=[CH:45][CH:46]=[CH:47][CH:48]=2)[N:43]=1, predict the reaction product. The product is: [Cl:33][C:34]1[CH:35]=[C:36]([C:52]2[C:53]([C:54]3[CH:59]=[CH:58][N:57]=[CH:56][CH:55]=3)=[CH:30][N:10]([CH3:11])[N:9]=2)[CH:37]=[CH:38][C:39]=1[O:40][CH2:41][C:42]1[CH:51]=[CH:50][C:49]2[C:44](=[CH:45][CH:46]=[CH:47][CH:48]=2)[N:43]=1. (3) Given the reactants N1(C2C3C=CC=CC=3SN=2)CCNCC1.BrCCC[N:20]1[C:24](=[O:25])[C:23]2=[CH:26][CH:27]=[CH:28][CH:29]=[C:22]2[C:21]1=[O:30].C([O-])([O-])=O.[K+].[K+].O, predict the reaction product. The product is: [C:21]1(=[O:30])[C:22]2[C:23](=[CH:26][CH:27]=[CH:28][CH:29]=2)[C:24](=[O:25])[NH:20]1. (4) Given the reactants [CH3:1][O:2][C:3](=[O:16])[C:4]1[CH:9]=[CH:8][C:7]([CH2:10][OH:11])=[CH:6][C:5]=1[NH:12][C:13](=[O:15])[CH3:14].CCN(CC)CC.[CH3:24][S:25](Cl)(=[O:27])=[O:26], predict the reaction product. The product is: [CH3:1][O:2][C:3](=[O:16])[C:4]1[CH:9]=[CH:8][C:7]([CH2:10][O:11][S:25]([CH3:24])(=[O:27])=[O:26])=[CH:6][C:5]=1[NH:12][C:13](=[O:15])[CH3:14]. (5) The product is: [C:29]1([CH3:39])[CH:30]=[CH:31][C:32]([S:35]([OH:38])(=[O:36])=[O:37])=[CH:33][CH:34]=1.[NH:8]1[CH2:12][CH2:11][C@H:10]([O:13][C:14]2[CH:26]=[CH:25][C:24]3[C:23]4[C:18](=[CH:19][CH:20]=[CH:21][CH:22]=4)[C:17](=[O:27])[C:16]=3[CH:15]=2)[CH2:9]1. Given the reactants C([N:8]1[CH2:12][CH2:11][C@H:10]([O:13][C:14]2[CH:26]=[CH:25][C:24]3[C:23]4[C:18](=[CH:19][CH:20]=[CH:21][CH:22]=4)[C:17](=[O:27])[C:16]=3[CH:15]=2)[CH2:9]1)(OC(C)(C)C)=O.O.[C:29]1([CH3:39])[CH:34]=[CH:33][C:32]([S:35]([OH:38])(=[O:37])=[O:36])=[CH:31][CH:30]=1, predict the reaction product. (6) Given the reactants [CH3:1][C:2]1[C:10]([OH:11])=[CH:9][CH:8]=[C:7]2[C:3]=1[CH:4]=[N:5][NH:6]2.O[C@@H:13]1[CH2:18][C@H:17]([N:19]2[C:27](=[O:28])[C:26]3[C:21](=[CH:22][CH:23]=[CH:24][CH:25]=3)[C:20]2=[O:29])[C:16]([CH3:31])([CH3:30])[CH2:15][CH2:14]1.C(C=P(CCCC)(CCCC)CCCC)#N, predict the reaction product. The product is: [CH3:30][C:16]1([CH3:31])[CH2:15][CH2:14][C@@H:13]([O:11][C:10]2[C:2]([CH3:1])=[C:3]3[C:7](=[CH:8][CH:9]=2)[NH:6][N:5]=[CH:4]3)[CH2:18][C@@H:17]1[N:19]1[C:27](=[O:28])[C:26]2[C:21](=[CH:22][CH:23]=[CH:24][CH:25]=2)[C:20]1=[O:29]. (7) The product is: [CH2:28]([N:25]1[CH2:24][CH2:23][N:22]([C:19]2[N:18]=[CH:17][C:16]([NH:15]/[CH:14]=[C:5]3\[C:6](=[O:13])[NH:7][C:8](=[O:12])[C:9]4[C:4]\3=[CH:3][C:2]([I:1])=[CH:11][CH:10]=4)=[CH:21][CH:20]=2)[CH2:27][CH2:26]1)[CH3:29]. Given the reactants [I:1][C:2]1[CH:3]=[C:4]2[C:9](=[CH:10][CH:11]=1)[C:8](=[O:12])[NH:7][C:6](=[O:13])/[C:5]/2=[CH:14]\[NH:15][C:16]1[CH:17]=[N:18][C:19]([N:22]2[CH2:27][CH2:26][NH:25][CH2:24][CH2:23]2)=[CH:20][CH:21]=1.[C:28](O[BH-](OC(=O)C)OC(=O)C)(=O)[CH3:29].[Na+].C(=O)C.C(O)(=O)C.C(=O)(O)[O-].[Na+], predict the reaction product. (8) Given the reactants N#N.[C:3]1([SH:13])[C:12]2[C:7](=[CH:8][CH:9]=[CH:10][CH:11]=2)[CH:6]=[CH:5][CH:4]=1.[C:14]([O:18][CH3:19])(=[O:17])[CH:15]=[CH2:16], predict the reaction product. The product is: [C:3]1([S:13][CH2:16][CH2:15][C:14]([O:18][CH3:19])=[O:17])[C:12]2[C:7](=[CH:8][CH:9]=[CH:10][CH:11]=2)[CH:6]=[CH:5][CH:4]=1. (9) Given the reactants C([O-])([O-])=O.[K+].[K+].C1(P(C2C=CC=CC=2)C2C=CC3C(=CC=CC=3)C=2C2C3C(=CC=CC=3)C=CC=2P(C2C=CC=CC=2)C2C=CC=CC=2)C=CC=CC=1.Br[C:54]1[CH:59]=[CH:58][C:57]([Br:60])=[CH:56][N:55]=1.[NH2:61][CH2:62][CH2:63][N:64]1[CH2:68][CH2:67][CH2:66][CH2:65]1, predict the reaction product. The product is: [Br:60][C:57]1[CH:58]=[CH:59][C:54]([NH:61][CH2:62][CH2:63][N:64]2[CH2:68][CH2:67][CH2:66][CH2:65]2)=[N:55][CH:56]=1.